Dataset: NCI-60 drug combinations with 297,098 pairs across 59 cell lines. Task: Regression. Given two drug SMILES strings and cell line genomic features, predict the synergy score measuring deviation from expected non-interaction effect. Drug 1: CC(CN1CC(=O)NC(=O)C1)N2CC(=O)NC(=O)C2. Drug 2: CS(=O)(=O)OCCCCOS(=O)(=O)C. Cell line: HCT116. Synergy scores: CSS=42.5, Synergy_ZIP=1.97, Synergy_Bliss=1.68, Synergy_Loewe=0.808, Synergy_HSA=6.12.